From a dataset of Full USPTO retrosynthesis dataset with 1.9M reactions from patents (1976-2016). Predict the reactants needed to synthesize the given product. Given the product [CH3:6][C:5]1[C:4]([C:8]2[CH:13]=[CH:12][N:11]=[C:10]([S:14][CH3:15])[N:9]=2)=[CH:3][N:24]=[C:25]([NH2:27])[N:26]=1, predict the reactants needed to synthesize it. The reactants are: CN(C)[CH:3]=[C:4]([C:8]1[CH:13]=[CH:12][N:11]=[C:10]([S:14][CH3:15])[N:9]=1)[C:5](=O)[CH3:6].C([O-])([O-])=O.[K+].[K+].Cl.[NH2:24][C:25]([NH2:27])=[NH:26].